This data is from Full USPTO retrosynthesis dataset with 1.9M reactions from patents (1976-2016). The task is: Predict the reactants needed to synthesize the given product. (1) Given the product [ClH:24].[Cl:24][C:25]1[CH:26]=[C:27]2[C:32](=[CH:33][CH:34]=1)[CH:31]=[C:30]([S:35]([N:38]1[CH2:43][CH2:62][N:63]([CH2:64][C:65]3[C:8]([C:5]4[CH:4]=[CH:3][N:2]=[CH:7][CH:6]=4)=[CH:16][CH:68]=[N:67][CH:66]=3)[CH2:72][CH2:39]1)(=[O:36])=[O:37])[CH:29]=[CH:28]2, predict the reactants needed to synthesize it. The reactants are: Cl.[N:2]1[CH:7]=[CH:6][C:5]([C:8]2[CH:16]=CC(C(O)=O)=CN=2)=[CH:4][CH:3]=1.FC(F)(F)C(O)=O.[Cl:24][C:25]1[CH:26]=[C:27]2[C:32](=[CH:33][CH:34]=1)[CH:31]=[C:30]([S:35]([N:38]1[CH2:43]CNC[CH2:39]1)(=[O:37])=[O:36])[CH:29]=[CH:28]2.ON1C2C=CC=CC=2N=N1.CN1CCOCC1.Cl.[CH3:62][N:63]([CH3:72])[CH2:64][CH2:65][CH2:66][N:67]=[C:68]=NCC. (2) Given the product [Br:16][CH:2]1[CH:3]([OH:17])[CH2:4][CH2:5][CH2:6][CH2:7][C:1]1=[O:8], predict the reactants needed to synthesize it. The reactants are: [C:1]1(=[O:8])[CH2:7][CH2:6][CH2:5][CH2:4][CH:3]=[CH:2]1.C1C(=O)N([Br:16])C(=O)C1.[OH2:17]. (3) Given the product [CH2:10]([C:2]1[C:7]([CH2:8][OH:9])=[CH:6][CH:5]=[CH:4][N:3]=1)[CH:11]([CH3:13])[CH3:12], predict the reactants needed to synthesize it. The reactants are: Br[C:2]1[C:7]([CH2:8][OH:9])=[CH:6][CH:5]=[CH:4][N:3]=1.[CH2:10]([Mg]Br)[CH:11]([CH3:13])[CH3:12].[Cl-].[NH4+]. (4) Given the product [CH2:1]([C:5]1[N:6]=[C:7]([C:10]2[O:14][C:13]([CH2:15][C:16]([CH3:22])([CH3:21])[C:17]([OH:19])=[O:18])=[N:12][N:11]=2)[S:8][C:9]=1[C:24]1[CH:29]=[CH:28][C:27]([S:30](=[O:32])(=[O:31])[NH:33][C@@H:34]([CH3:39])[C:35]([F:37])([F:36])[F:38])=[CH:26][C:25]=1[O:40][C:41]([F:44])([F:42])[F:43])[CH:2]([CH3:4])[CH3:3], predict the reactants needed to synthesize it. The reactants are: [CH2:1]([C:5]1[N:6]=[C:7]([C:10]2[O:14][C:13]([CH2:15][C:16]([CH3:22])([CH3:21])[C:17]([O:19]C)=[O:18])=[N:12][N:11]=2)[S:8][CH:9]=1)[CH:2]([CH3:4])[CH3:3].Br[C:24]1[CH:29]=[CH:28][C:27]([S:30]([NH:33][C@@H:34]([CH3:39])[C:35]([F:38])([F:37])[F:36])(=[O:32])=[O:31])=[CH:26][C:25]=1[O:40][C:41]([F:44])([F:43])[F:42]. (5) Given the product [CH3:33][C:30]1[CH:29]=[CH:28][C:27]([C:26]2[C:25]([C:14]3[CH:15]=[CH:16][CH:17]=[CH:18][CH:19]=3)=[CH:24][CH:23]=[CH:22][CH:21]=2)=[CH:32][CH:31]=1, predict the reactants needed to synthesize it. The reactants are: [CH:14]1(P([CH:14]2[CH2:19][CH2:18][CH2:17][CH2:16][CH2:15]2)[CH:14]2[CH2:19][CH2:18][CH2:17][CH2:16][CH2:15]2)[CH2:19][CH2:18][CH2:17][CH2:16][CH2:15]1.C[CH2:21][CH2:22][CH2:23][CH2:24][CH2:25][CH2:26][CH2:27][CH2:28][CH2:29][CH2:30][CH2:31][CH3:32].[CH3:33]OC1C=CC=CC=1C1C=CC=CC=1.C1(C)C(C2C(C)=CC=CC=2)=CC=CC=1.